This data is from CYP1A2 inhibition data for predicting drug metabolism from PubChem BioAssay. The task is: Regression/Classification. Given a drug SMILES string, predict its absorption, distribution, metabolism, or excretion properties. Task type varies by dataset: regression for continuous measurements (e.g., permeability, clearance, half-life) or binary classification for categorical outcomes (e.g., BBB penetration, CYP inhibition). Dataset: cyp1a2_veith. (1) The compound is CN1CCc2ccccc2Cc2[nH]c3ccccc3c2CC1. The result is 1 (inhibitor). (2) The compound is CCOC(=O)C1=C(O)C(Nc2nccs2)(C(F)(F)F)N=C1C. The result is 0 (non-inhibitor). (3) The drug is CCOC(=O)[C@H](CCc1ccccc1)N[C@@H](C)C(=O)N1CCC[C@H]1C(=O)O. The result is 0 (non-inhibitor). (4) The molecule is NC[C@@H]1O[C@H](COC[C@@H]2[C@@H](CO)O[C@@H](O[C@@H]3[C@@H](O)[C@@H](N)C[C@@H](N)[C@@H]3O[C@H]3O[C@@H](CN)[C@@H](O)[C@@H](O)[C@@H]3N)[C@H]2O)[C@@H](N)[C@H](O)[C@@H]1O. The result is 0 (non-inhibitor). (5) The drug is CS(=O)(=O)N1CCC[C@@]2(CCN(Cc3ccccc3)C2)C1. The result is 0 (non-inhibitor). (6) The molecule is Cc1ccc2c(c1)N(CCC(=O)NCCN1CCOCC1)C(=O)CO2. The result is 0 (non-inhibitor).